This data is from Reaction yield outcomes from USPTO patents with 853,638 reactions. The task is: Predict the reaction yield, written as a fraction of the theoretical maximum amount of product (1.0 means a 100% yield; for example, 0.34 means a 34% yield). (1) The reactants are [F:1][C:2]([F:41])([F:40])[C:3]1[CH:4]=[C:5]([C@H:13]2[O:17][C:16](=[O:18])[N:15]([CH2:19][C:20]3[C:21]([NH:30][CH:31]4[CH2:36][CH2:35][NH:34][CH:33]([CH2:37][CH3:38])[CH2:32]4)=[N:22][CH:23]=[C:24]([C:26]([F:29])([F:28])[F:27])[CH:25]=3)[C@H:14]2[CH3:39])[CH:6]=[C:7]([C:9]([F:12])([F:11])[F:10])[CH:8]=1.[CH:42](=O)[CH2:43][CH3:44].[BH-](OC(C)=O)(OC(C)=O)OC(C)=O.[Na+].O. The catalyst is ClCCl. The product is [F:10][C:9]([F:12])([F:11])[C:7]1[CH:6]=[C:5]([C@H:13]2[O:17][C:16](=[O:18])[N:15]([CH2:19][C:20]3[C:21]([NH:30][CH:31]4[CH2:36][CH2:35][N:34]([CH2:42][CH2:43][CH3:44])[CH:33]([CH2:37][CH3:38])[CH2:32]4)=[N:22][CH:23]=[C:24]([C:26]([F:28])([F:29])[F:27])[CH:25]=3)[C@H:14]2[CH3:39])[CH:4]=[C:3]([C:2]([F:1])([F:40])[F:41])[CH:8]=1. The yield is 0.290. (2) The reactants are [NH2:1][C:2]1[CH:3]=[C:4]([Cl:22])[CH:5]=[C:6]2[C:14]=1[NH:13][C:12]1[CH:11]=[N:10][CH:9]=[C:8]([NH:15][C:16](=[O:21])[C:17]([F:20])([F:19])[F:18])[C:7]2=1.[CH3:23][C:24]1[N:32]=[CH:31][CH:30]=[CH:29][C:25]=1[C:26](O)=[O:27].CCN=C=NCCCN(C)C. The catalyst is N1C=CC=CC=1. The yield is 0.0300. The product is [Cl:22][C:4]1[CH:5]=[C:6]2[C:14](=[C:2]([NH:1][C:26](=[O:27])[C:25]3[CH:29]=[CH:30][CH:31]=[N:32][C:24]=3[CH3:23])[CH:3]=1)[NH:13][C:12]1[CH:11]=[N:10][CH:9]=[C:8]([NH:15][C:16](=[O:21])[C:17]([F:20])([F:19])[F:18])[C:7]2=1. (3) The reactants are [N:1]1([C:7]2[N:12]=[C:11]([N:13]3[CH:18]4[CH2:19][CH2:20][CH:14]3[CH2:15][O:16][CH2:17]4)[N:10]=[C:9]([C:21]3[CH:27]=[CH:26][C:24]([NH2:25])=[CH:23][CH:22]=3)[N:8]=2)[CH2:6][CH2:5][O:4][CH2:3][CH2:2]1.ClC(Cl)(O[C:32](=[O:38])OC(Cl)(Cl)Cl)Cl.[NH2:40][C:41]1[CH:48]=[CH:47][C:44]([CH2:45][OH:46])=[CH:43][CH:42]=1. No catalyst specified. The product is [OH:46][CH2:45][C:44]1[CH:47]=[CH:48][C:41]([NH:40][C:32]([NH:25][C:24]2[CH:26]=[CH:27][C:21]([C:9]3[N:8]=[C:7]([N:1]4[CH2:2][CH2:3][O:4][CH2:5][CH2:6]4)[N:12]=[C:11]([N:13]4[CH:14]5[CH2:20][CH2:19][CH:18]4[CH2:17][O:16][CH2:15]5)[N:10]=3)=[CH:22][CH:23]=2)=[O:38])=[CH:42][CH:43]=1. The yield is 0.310.